Dataset: NCI-60 drug combinations with 297,098 pairs across 59 cell lines. Task: Regression. Given two drug SMILES strings and cell line genomic features, predict the synergy score measuring deviation from expected non-interaction effect. (1) Drug 1: CC1OCC2C(O1)C(C(C(O2)OC3C4COC(=O)C4C(C5=CC6=C(C=C35)OCO6)C7=CC(=C(C(=C7)OC)O)OC)O)O. Drug 2: CCCCCOC(=O)NC1=NC(=O)N(C=C1F)C2C(C(C(O2)C)O)O. Cell line: ACHN. Synergy scores: CSS=52.2, Synergy_ZIP=-2.28, Synergy_Bliss=-0.792, Synergy_Loewe=-52.7, Synergy_HSA=-1.44. (2) Drug 1: CC1CCC2CC(C(=CC=CC=CC(CC(C(=O)C(C(C(=CC(C(=O)CC(OC(=O)C3CCCCN3C(=O)C(=O)C1(O2)O)C(C)CC4CCC(C(C4)OC)OCCO)C)C)O)OC)C)C)C)OC. Drug 2: CC(C)CN1C=NC2=C1C3=CC=CC=C3N=C2N. Cell line: SN12C. Synergy scores: CSS=2.05, Synergy_ZIP=-1.46, Synergy_Bliss=-0.281, Synergy_Loewe=1.61, Synergy_HSA=1.67. (3) Drug 1: CN1CCC(CC1)COC2=C(C=C3C(=C2)N=CN=C3NC4=C(C=C(C=C4)Br)F)OC. Drug 2: CS(=O)(=O)C1=CC(=C(C=C1)C(=O)NC2=CC(=C(C=C2)Cl)C3=CC=CC=N3)Cl. Cell line: HS 578T. Synergy scores: CSS=-7.88, Synergy_ZIP=6.03, Synergy_Bliss=4.00, Synergy_Loewe=-5.02, Synergy_HSA=-4.66. (4) Drug 1: C1=NC2=C(N=C(N=C2N1C3C(C(C(O3)CO)O)F)Cl)N. Drug 2: C(CN)CNCCSP(=O)(O)O. Cell line: RXF 393. Synergy scores: CSS=-1.77, Synergy_ZIP=1.12, Synergy_Bliss=-1.70, Synergy_Loewe=-0.762, Synergy_HSA=-3.95. (5) Drug 1: CN(C)C1=NC(=NC(=N1)N(C)C)N(C)C. Drug 2: C(CN)CNCCSP(=O)(O)O. Cell line: CCRF-CEM. Synergy scores: CSS=-7.38, Synergy_ZIP=-2.13, Synergy_Bliss=-8.61, Synergy_Loewe=-16.5, Synergy_HSA=-12.6. (6) Synergy scores: CSS=29.8, Synergy_ZIP=-6.32, Synergy_Bliss=2.17, Synergy_Loewe=1.67, Synergy_HSA=3.72. Cell line: MALME-3M. Drug 2: CC1CCC2CC(C(=CC=CC=CC(CC(C(=O)C(C(C(=CC(C(=O)CC(OC(=O)C3CCCCN3C(=O)C(=O)C1(O2)O)C(C)CC4CCC(C(C4)OC)OCCO)C)C)O)OC)C)C)C)OC. Drug 1: CCC1(CC2CC(C3=C(CCN(C2)C1)C4=CC=CC=C4N3)(C5=C(C=C6C(=C5)C78CCN9C7C(C=CC9)(C(C(C8N6C=O)(C(=O)OC)O)OC(=O)C)CC)OC)C(=O)OC)O.OS(=O)(=O)O.